Dataset: Catalyst prediction with 721,799 reactions and 888 catalyst types from USPTO. Task: Predict which catalyst facilitates the given reaction. Reactant: [Cl:1]/[CH:2]=[CH:3]\Cl.[CH2:5]([C:8]1[C:16]2[C:11](=[CH:12][CH:13]=[CH:14][CH:15]=2)[NH:10][CH:9]=1)C=C. Product: [Cl:1]/[CH:2]=[CH:3]\[CH2:5][C:8]1[C:16]2[C:11](=[CH:12][CH:13]=[CH:14][CH:15]=2)[NH:10][CH:9]=1. The catalyst class is: 48.